This data is from Forward reaction prediction with 1.9M reactions from USPTO patents (1976-2016). The task is: Predict the product of the given reaction. Given the reactants [CH3:1][CH:2]([S:4]([O-:6])=[O:5])[CH3:3].[Na+].[Cl:8][C:9]1[N:14]=[C:13]([N:15]2[CH2:20][CH2:19][O:18][CH2:17][C@H:16]2[CH3:21])[CH:12]=[C:11]([CH2:22]I)[N:10]=1, predict the reaction product. The product is: [Cl:8][C:9]1[N:14]=[C:13]([N:15]2[CH2:20][CH2:19][O:18][CH2:17][C@H:16]2[CH3:21])[CH:12]=[C:11]([CH2:22][S:4]([CH:2]([CH3:3])[CH3:1])(=[O:6])=[O:5])[N:10]=1.